Predict the reaction yield, written as a fraction of the theoretical maximum amount of product (1.0 means a 100% yield; for example, 0.34 means a 34% yield). From a dataset of Reaction yield outcomes from USPTO patents with 853,638 reactions. (1) The reactants are [C:1](=[O:13])([O:11][CH3:12])[O:2][C:3]1[CH:8]=[CH:7][C:6]([F:9])=[CH:5][C:4]=1[Cl:10].[N+:14]([O-])([OH:16])=[O:15]. The catalyst is OS(O)(=O)=O. The product is [C:1](=[O:13])([O:11][CH3:12])[O:2][C:3]1[CH:8]=[C:7]([N+:14]([O-:16])=[O:15])[C:6]([F:9])=[CH:5][C:4]=1[Cl:10]. The yield is 0.900. (2) The reactants are [NH2:1][C:2]1[C:7]([C:8]([OH:10])=O)=[C:6]([C:11]([F:14])([F:13])[F:12])[N:5]=[CH:4][CH:3]=1.C(N(CC)CC)C.[F:22][C:23]1[CH:24]=[C:25]([CH2:30][CH:31]([NH2:33])[CH3:32])[CH:26]=[CH:27][C:28]=1[F:29].CN(C(ON1N=NC2C=CC=CC1=2)=[N+](C)C)C.F[P-](F)(F)(F)(F)F. The catalyst is ClCCl.CN(C=O)C. The product is [NH2:1][C:2]1[C:7]([C:8]([NH:33][CH:31]([CH3:32])[CH2:30][C:25]2[CH:26]=[CH:27][C:28]([F:29])=[C:23]([F:22])[CH:24]=2)=[O:10])=[C:6]([C:11]([F:14])([F:13])[F:12])[N:5]=[CH:4][CH:3]=1. The yield is 0.550. (3) The reactants are [C:1](Cl)(=[O:3])[CH3:2].[Cl-].[Al+3].[Cl-].[Cl-].[CH3:9][O:10][C:11]([C:13]1[CH:21]=[C:20]2[C:16]([CH:17]=[CH:18][NH:19]2)=[CH:15][CH:14]=1)=[O:12].O. The catalyst is C(Cl)Cl. The product is [CH3:9][O:10][C:11]([C:13]1[CH:21]=[C:20]2[C:16]([C:17]([C:1](=[O:3])[CH3:2])=[CH:18][NH:19]2)=[CH:15][CH:14]=1)=[O:12]. The yield is 0.990. (4) The reactants are [C:1]([N:4]1[C:13]2[C:8](=[CH:9][CH:10]=[CH:11][CH:12]=2)[C@@H:7]([OH:14])[CH2:6][C@@H:5]1[CH3:15])(=[O:3])[CH3:2].[F:16][C:17]1[CH:18]=[C:19]([CH:21]=[CH:22][C:23]=1[F:24])N. No catalyst specified. The product is [C:1]([N:4]1[C:13]2[C:8](=[CH:9][CH:10]=[CH:11][CH:12]=2)[C@H:7]([O:14][C:21]2[CH:19]=[CH:18][C:17]([F:16])=[C:23]([F:24])[CH:22]=2)[CH2:6][C@@H:5]1[CH3:15])(=[O:3])[CH3:2]. The yield is 0.640. (5) The reactants are [Cl:1][C:2]1[CH:10]=[CH:9][CH:8]=[C:7]2[C:3]=1[C:4]([C:15]([OH:17])=O)=[CH:5][N:6]2[CH2:11][CH2:12][O:13][CH3:14].CC[N:20]([CH2:23][CH3:24])CC.N1([OH:34])C2C=CC=CC=2N=N1.[CH2:35](Cl)[CH2:36]Cl.[CH2:39]1[CH2:43][O:42][CH2:41][CH2:40]1. No catalyst specified. The product is [O:42]1[C:41]2[CH:40]=[CH:39][C:24]([CH2:23][NH:20][C:15]([C:4]3[C:3]4[C:7](=[CH:8][CH:9]=[CH:10][C:2]=4[Cl:1])[N:6]([CH2:11][CH2:12][O:13][CH3:14])[CH:5]=3)=[O:17])=[CH:35][C:36]=2[O:34][CH2:43]1. The yield is 0.461. (6) The reactants are N.C(OC[N:10]1[C:19](=[O:20])[C:18]2[C:13](=[CH:14][C:15]([O:29][CH3:30])=[CH:16][C:17]=2[O:21][CH:22]2[CH2:27][CH2:26][N:25]([CH3:28])[CH2:24][CH2:23]2)[N:12]=[CH:11]1)(=O)C(C)(C)C. The catalyst is CO. The product is [CH3:30][O:29][C:15]1[CH:14]=[C:13]2[C:18]([C:19](=[O:20])[NH:10][CH:11]=[N:12]2)=[C:17]([O:21][CH:22]2[CH2:27][CH2:26][N:25]([CH3:28])[CH2:24][CH2:23]2)[CH:16]=1. The yield is 0.750.